Dataset: Catalyst prediction with 721,799 reactions and 888 catalyst types from USPTO. Task: Predict which catalyst facilitates the given reaction. (1) Product: [F:1][C:2]1[CH:10]=[C:9]2[C:5]([C:6]([C:11]3[CH:12]=[N:13][C:14]([N:17]4[CH2:22][CH2:21][N:20]([S:31]([CH3:30])(=[O:33])=[O:32])[CH2:19][CH2:18]4)=[CH:15][CH:16]=3)=[CH:7][NH:8]2)=[CH:4][CH:3]=1. The catalyst class is: 2. Reactant: [F:1][C:2]1[CH:10]=[C:9]2[C:5]([C:6]([C:11]3[CH:12]=[N:13][C:14]([N:17]4[CH2:22][CH2:21][NH:20][CH2:19][CH2:18]4)=[CH:15][CH:16]=3)=[CH:7][NH:8]2)=[CH:4][CH:3]=1.CCN(CC)CC.[CH3:30][S:31](Cl)(=[O:33])=[O:32]. (2) Reactant: [NH2:1]/[C:2](/[CH3:19])=[C:3](\[C:6]1[CH2:7][CH2:8][N:9]([CH2:12][C:13]2[CH:18]=[CH:17][CH:16]=[CH:15][CH:14]=2)[CH2:10][CH:11]=1)/[C:4]#[N:5].[Cl-].N1(C=[N+](C)C)C2C=CC=C[C:24]=2N=N1.[OH-].[Na+]. Product: [CH2:12]([N:9]1[CH2:8][C:7]2[CH:24]=[N:1][C:2]([CH3:19])=[C:3]([C:4]#[N:5])[C:6]=2[CH2:11][CH2:10]1)[C:13]1[CH:14]=[CH:15][CH:16]=[CH:17][CH:18]=1. The catalyst class is: 4. (3) Reactant: Br[C:2]1[CH:17]=[CH:16][C:5]([O:6][CH2:7][CH2:8][N:9]2[CH2:14][CH2:13][N:12]([CH3:15])[CH2:11][CH2:10]2)=[C:4]([Cl:18])[C:3]=1[F:19].C(=O)=O.CC(C)=O.[Li]CCCC.C(O[B:36]1[O:40][C:39]([CH3:42])([CH3:41])[C:38]([CH3:44])([CH3:43])[O:37]1)(C)C. Product: [Cl:18][C:4]1[C:3]([F:19])=[C:2]([B:36]2[O:40][C:39]([CH3:42])([CH3:41])[C:38]([CH3:44])([CH3:43])[O:37]2)[CH:17]=[CH:16][C:5]=1[O:6][CH2:7][CH2:8][N:9]1[CH2:14][CH2:13][N:12]([CH3:15])[CH2:11][CH2:10]1. The catalyst class is: 1. (4) Reactant: [OH:1]/[N:2]=[C:3](\[NH2:9])/[CH2:4][O:5][CH2:6][CH2:7][CH3:8].Cl[C:11](=O)[C:12]([O:14][CH3:15])=[O:13]. Product: [CH2:6]([O:5][CH2:4][C:3]1[N:9]=[C:11]([C:12]([O:14][CH3:15])=[O:13])[O:1][N:2]=1)[CH2:7][CH3:8]. The catalyst class is: 1. (5) Reactant: [OH:1][C:2]1[CH:11]=[CH:10][C:9](O)=[C:8]2[C:3]=1[CH2:4][CH:5]=[C:6]([CH3:13])[CH2:7]2.[H-].[Na+].[CH3:16]I.CN([CH:21]=[O:22])C. Product: [CH3:16][O:1][C:2]1[CH:11]=[CH:10][C:9]([O:22][CH3:21])=[C:8]2[C:3]=1[CH2:4][CH:5]=[C:6]([CH3:13])[CH2:7]2. The catalyst class is: 13. (6) Reactant: [CH3:1][C:2]1[CH:7]=[C:6]([CH3:8])[NH:5][C:4](=[O:9])[C:3]=1[CH2:10][NH:11][C:12]([C:14]1[CH:15]=[C:16]([C:30]2[CH:35]=[CH:34][C:33]([CH2:36][N:37]3[CH2:42][CH2:41][O:40][CH2:39][CH2:38]3)=[CH:32][CH:31]=2)[CH:17]=[C:18]([N:21]([CH2:28][CH3:29])[CH:22]2[CH2:27][CH2:26][NH:25][CH2:24][CH2:23]2)[C:19]=1[CH3:20])=[O:13].[C:43](O)(=[O:48])[C:44]([CH3:47])([CH3:46])[CH3:45].C(N(CC)CC)C.C1CN([P+](ON2N=NC3C=CC=CC2=3)(N2CCCC2)N2CCCC2)CC1.F[P-](F)(F)(F)(F)F. Product: [CH3:1][C:2]1[CH:7]=[C:6]([CH3:8])[NH:5][C:4](=[O:9])[C:3]=1[CH2:10][NH:11][C:12]([C:14]1[CH:15]=[C:16]([C:30]2[CH:35]=[CH:34][C:33]([CH2:36][N:37]3[CH2:38][CH2:39][O:40][CH2:41][CH2:42]3)=[CH:32][CH:31]=2)[CH:17]=[C:18]([N:21]([CH2:28][CH3:29])[CH:22]2[CH2:23][CH2:24][N:25]([C:43](=[O:48])[C:44]([CH3:47])([CH3:46])[CH3:45])[CH2:26][CH2:27]2)[C:19]=1[CH3:20])=[O:13]. The catalyst class is: 16. (7) Reactant: [C:1]12([C:11]3[CH:30]=[CH:29][C:14]([O:15][CH2:16][C:17]([NH:19][C:20]4[CH:21]=[N:22][CH:23]=[C:24]([CH:28]=4)[C:25](O)=[O:26])=[O:18])=[CH:13][CH:12]=3)[CH2:10][CH:5]3[CH2:6][CH:7]([CH2:9][CH:3]([CH2:4]3)[CH2:2]1)[CH2:8]2.[CH2:31]([NH2:37])[C:32]1[O:36][CH:35]=[CH:34][CH:33]=1.C1CN([P+](ON2N=NC3C=CC=CC2=3)(N2CCCC2)N2CCCC2)CC1.F[P-](F)(F)(F)(F)F.CO. Product: [C:1]12([C:11]3[CH:30]=[CH:29][C:14]([O:15][CH2:16][C:17]([NH:19][C:20]4[CH:21]=[N:22][CH:23]=[C:24]([CH:28]=4)[C:25]([NH:37][CH2:31][C:32]4[O:36][CH:35]=[CH:34][CH:33]=4)=[O:26])=[O:18])=[CH:13][CH:12]=3)[CH2:10][CH:5]3[CH2:6][CH:7]([CH2:9][CH:3]([CH2:4]3)[CH2:2]1)[CH2:8]2. The catalyst class is: 241. (8) Reactant: [CH2:1]([C:3]1[N:7](S(N(C)C)(=O)=O)[N:6]=[CH:5][C:4]=1[C:14]1[S:22][C:21]2[C:20](=[O:23])[NH:19][C:18]([CH3:25])([CH3:24])[N:17]([CH3:26])[C:16]=2[CH:15]=1)[CH3:2].C(O)(C(F)(F)F)=O.C([O-])(O)=O.[Na+].CC(C)=O.[O-]S([O-])(=O)=O.[Mg+2].CC1C=CC(S(O)(=O)=O)=CC=1. The catalyst class is: 3. Product: [CH2:1]([C:3]1[NH:7][N:6]=[CH:5][C:4]=1[C:14]1[S:22][C:21]2[C:20](=[O:23])[NH:19][C:18]([CH3:25])([CH3:24])[N:17]([CH3:26])[C:16]=2[CH:15]=1)[CH3:2]. (9) Reactant: [Br:1][C:2]1[C:7]([OH:8])=[CH:6][CH:5]=[C:4]([I:9])[N:3]=1.Cl[C:11]([F:16])([F:15])C([O-])=O.[Na+].[OH-].[Na+]. Product: [Br:1][C:2]1[C:7]([O:8][CH:11]([F:16])[F:15])=[CH:6][CH:5]=[C:4]([I:9])[N:3]=1. The catalyst class is: 3.